From a dataset of Forward reaction prediction with 1.9M reactions from USPTO patents (1976-2016). Predict the product of the given reaction. (1) Given the reactants Br[C:2]1[CH:3]=[C:4]([S:9]([NH:12][C:13]2[CH:22]=[CH:21][C:16]([C:17]([O:19][CH3:20])=[O:18])=[C:15]([OH:23])[CH:14]=2)(=[O:11])=[O:10])[CH:5]=[N:6][C:7]=1[Cl:8].[F:24][C:25]1[C:30]([O:31][CH3:32])=[CH:29][CH:28]=[CH:27][C:26]=1B(O)O.CCN(C(C)C)C(C)C.C(Cl)Cl, predict the reaction product. The product is: [Cl:8][C:7]1[N:6]=[CH:5][C:4]([S:9]([NH:12][C:13]2[CH:22]=[CH:21][C:16]([C:17]([O:19][CH3:20])=[O:18])=[C:15]([OH:23])[CH:14]=2)(=[O:11])=[O:10])=[CH:3][C:2]=1[C:26]1[CH:27]=[CH:28][CH:29]=[C:30]([O:31][CH3:32])[C:25]=1[F:24]. (2) Given the reactants [B-](F)(F)(F)F.[B-](F)(F)(F)F.C1[N+]2(CCl)CC[N+]([F:21])(CC2)C1.[C:22]([O:26][C:27](=[O:36])[NH:28][C:29]1[N:30]([CH3:35])[N:31]=[C:32]([CH3:34])[CH:33]=1)([CH3:25])([CH3:24])[CH3:23], predict the reaction product. The product is: [C:22]([O:26][C:27](=[O:36])[NH:28][C:29]1[N:30]([CH3:35])[N:31]=[C:32]([CH3:34])[C:33]=1[F:21])([CH3:25])([CH3:24])[CH3:23]. (3) Given the reactants [CH3:1][C:2]([CH3:4])=O.[NH:5]1[CH2:10][CH2:9][O:8][CH:7]([CH2:11][N:12]2[C:20]3[C:15](=[CH:16][CH:17]=[CH:18][CH:19]=3)[C:14]3([CH2:24][O:23][C:22]4[CH:25]=[C:26]5[C:30](=[CH:31][C:21]3=4)[CH2:29][CH2:28][O:27]5)[C:13]2=[O:32])[CH2:6]1.[Na], predict the reaction product. The product is: [CH3:1][CH:2]([N:5]1[CH2:10][CH2:9][O:8][CH:7]([CH2:11][N:12]2[C:20]3[C:15](=[CH:16][CH:17]=[CH:18][CH:19]=3)[C:14]3([CH2:24][O:23][C:22]4[CH:25]=[C:26]5[C:30](=[CH:31][C:21]3=4)[CH2:29][CH2:28][O:27]5)[C:13]2=[O:32])[CH2:6]1)[CH3:4]. (4) Given the reactants [OH:1][CH:2]1[CH2:5][N:4]([C:6]2[S:7][CH:8]=[C:9]([CH2:11][NH:12][C:13]([O:15][CH2:16][C:17]3[CH:22]=[CH:21][C:20]([N+:23]([O-:25])=[O:24])=[CH:19][CH:18]=3)=[O:14])[N:10]=2)[CH2:3]1.[CH3:26][S:27](Cl)(=[O:29])=[O:28].C(N(CC)CC)C, predict the reaction product. The product is: [CH3:26][S:27]([O:1][CH:2]1[CH2:3][N:4]([C:6]2[S:7][CH:8]=[C:9]([CH2:11][NH:12][C:13]([O:15][CH2:16][C:17]3[CH:22]=[CH:21][C:20]([N+:23]([O-:25])=[O:24])=[CH:19][CH:18]=3)=[O:14])[N:10]=2)[CH2:5]1)(=[O:29])=[O:28]. (5) Given the reactants ClC1C=CC(C)=CC=1.[Li].[Cl:10][C:11]1[CH:12]=[C:13]([C:17]([F:20])([F:19])[F:18])[CH:14]=[CH:15][CH:16]=1.[CH:21](OC)=[O:22].Cl, predict the reaction product. The product is: [F:20][C:17]([F:18])([F:19])[C:13]1[CH:14]=[CH:15][CH:16]=[C:11]([Cl:10])[C:12]=1[CH:21]=[O:22].